Dataset: Reaction yield outcomes from USPTO patents with 853,638 reactions. Task: Predict the reaction yield, written as a fraction of the theoretical maximum amount of product (1.0 means a 100% yield; for example, 0.34 means a 34% yield). (1) The reactants are [Cl:1][CH2:2]C(CCl)=O.[CH2:7]([O:14][C:15]([NH:17][C@H:18]([C:26]([OH:28])=O)[CH2:19][C:20]1[CH:25]=[CH:24][CH:23]=[CH:22][CH:21]=1)=[O:16])[C:8]1[CH:13]=[CH:12][CH:11]=[CH:10][CH:9]=1.[BH4-].[Na+]. The catalyst is CO.O1CCCC1. The product is [CH2:7]([O:14][C:15]([NH:17][C@@H:18]([CH2:19][C:20]1[CH:21]=[CH:22][CH:23]=[CH:24][CH:25]=1)[C@H:26]([OH:28])[CH2:2][Cl:1])=[O:16])[C:8]1[CH:9]=[CH:10][CH:11]=[CH:12][CH:13]=1. The yield is 0.430. (2) The reactants are [CH2:1]([N:3]1[C:11]2[C:6](=[CH:7][CH:8]=[C:9]([O:12][CH3:13])[CH:10]=2)[C:5]([C:14](=O)[CH3:15])=[CH:4]1)[CH3:2].C(N1C2C(=CC=C(OC)C=2)C=C1)C.Cl.[NH2:31][OH:32].CC([O-])=O.[Na+]. The catalyst is CCO. The product is [CH2:1]([N:3]1[C:11]2[C:6](=[CH:7][CH:8]=[C:9]([O:12][CH3:13])[CH:10]=2)[C:5]([C:14](=[N:31][OH:32])[CH3:15])=[CH:4]1)[CH3:2]. The yield is 0.920. (3) The reactants are [C:1]([O:5][C:6]([N:8]1[CH2:13][CH2:12][N:11]([CH2:14][CH2:15][OH:16])[CH2:10][CH2:9]1)=[O:7])([CH3:4])([CH3:3])[CH3:2].C1(P(C2C=CC=CC=2)C2C=CC=CC=2)C=CC=CC=1.CCOC(/N=N/C(OCC)=O)=O.[CH3:48][O:49][C:50](=[O:59])[C:51]1[CH:56]=[CH:55][C:54](O)=[C:53]([CH3:58])[CH:52]=1. The catalyst is C1COCC1. The product is [C:1]([O:5][C:6]([N:8]1[CH2:9][CH2:10][N:11]([CH2:14][CH2:15][O:16][C:54]2[CH:55]=[CH:56][C:51]([C:50]([O:49][CH3:48])=[O:59])=[CH:52][C:53]=2[CH3:58])[CH2:12][CH2:13]1)=[O:7])([CH3:4])([CH3:3])[CH3:2]. The yield is 0.600. (4) The reactants are [NH2:1][C@:2]12[CH2:43][CH2:42][C@@H:41]([C:44]([CH3:46])=[CH2:45])[C@@H:3]1[C@@H:4]1[C@@:17]([CH3:20])([CH2:18][CH2:19]2)[C@@:16]2([CH3:21])[C@@H:7]([C@:8]3([CH3:40])[C@@H:13]([CH2:14][CH2:15]2)[C:12]([CH3:23])([CH3:22])[C:11]([C:24]2[CH2:29][CH2:28][C@@H:27]([C:30]([O:32][CH2:33][C:34]4[CH:39]=[CH:38][CH:37]=[CH:36][CH:35]=4)=[O:31])[CH2:26][CH:25]=2)=[CH:10][CH2:9]3)[CH2:6][CH2:5]1.P(=O)(O)(O)O.[K].Cl[CH2:54][CH2:55][N:56]1[CH2:61][C@@H:60]2[CH2:62][C@H:57]1[CH2:58][S:59]2(=[O:64])=[O:63].[I-].[K+]. No catalyst specified. The product is [O:64]=[S:59]1(=[O:63])[CH2:58][C@@H:57]2[CH2:62][C@H:60]1[CH2:61][N:56]2[CH2:55][CH2:54][NH:1][C@:2]12[CH2:43][CH2:42][C@@H:41]([C:44]([CH3:46])=[CH2:45])[C@@H:3]1[C@@H:4]1[C@@:17]([CH3:20])([CH2:18][CH2:19]2)[C@@:16]2([CH3:21])[C@@H:7]([C@:8]3([CH3:40])[C@@H:13]([CH2:14][CH2:15]2)[C:12]([CH3:23])([CH3:22])[C:11]([C:24]2[CH2:29][CH2:28][C@@H:27]([C:30]([O:32][CH2:33][C:34]4[CH:35]=[CH:36][CH:37]=[CH:38][CH:39]=4)=[O:31])[CH2:26][CH:25]=2)=[CH:10][CH2:9]3)[CH2:6][CH2:5]1. The yield is 0.555.